This data is from Catalyst prediction with 721,799 reactions and 888 catalyst types from USPTO. The task is: Predict which catalyst facilitates the given reaction. (1) Reactant: C([O:3][C:4](=[O:29])[CH2:5][O:6][C:7]1[CH:12]=[C:11]([F:13])[C:10]([C:14]#[N:15])=[CH:9][C:8]=1[C:16](=[O:28])[NH:17][CH2:18][C:19]1[CH:24]=[CH:23][CH:22]=[C:21]([N+:25]([O-:27])=[O:26])[CH:20]=1)C.CO. Product: [C:14]([C:10]1[C:11]([F:13])=[CH:12][C:7]([O:6][CH2:5][C:4]([OH:29])=[O:3])=[C:8]([C:16](=[O:28])[NH:17][CH2:18][C:19]2[CH:24]=[CH:23][CH:22]=[C:21]([N+:25]([O-:27])=[O:26])[CH:20]=2)[CH:9]=1)#[N:15]. The catalyst class is: 346. (2) Reactant: Cl.[CH2:2]([O:9][C:10]1[CH:11]=[C:12]2[C:16](=[CH:17][CH:18]=1)[NH:15][CH:14]=[C:13]2[C:19](=O)[CH2:20][CH:21]1[CH2:26][CH2:25][NH:24][CH2:23][CH2:22]1)[C:3]1[CH:8]=[CH:7][CH:6]=[CH:5][CH:4]=1.[H-].[H-].[H-].[H-].[Li+].[Al+3]. Product: [CH2:2]([O:9][C:10]1[CH:11]=[C:12]2[C:16](=[CH:17][CH:18]=1)[NH:15][CH:14]=[C:13]2[CH2:19][CH2:20][CH:21]1[CH2:26][CH2:25][NH:24][CH2:23][CH2:22]1)[C:3]1[CH:8]=[CH:7][CH:6]=[CH:5][CH:4]=1. The catalyst class is: 7. (3) Reactant: [Li]CCCC.[Cl:6][C:7]1[S:8][C:9](Cl)=[C:10]([Cl:13])[C:11]=1[Cl:12].C([O:17][C:18](=O)[C:19]([F:22])([F:21])[F:20])C. Product: [F:20][C:19]([F:22])([F:21])[C:18]([C:9]1[S:8][C:7]([Cl:6])=[C:11]([Cl:12])[C:10]=1[Cl:13])=[O:17]. The catalyst class is: 1. (4) Product: [Br:11][C:8]1[CH:9]=[CH:10][C:5]([C@H:2]([NH:1][C:12](=[O:13])[O:14][C:15]([CH3:18])([CH3:17])[CH3:16])[CH2:3][OH:4])=[N:6][CH:7]=1. Reactant: [NH2:1][C@@H:2]([C:5]1[CH:10]=[CH:9][C:8]([Br:11])=[CH:7][N:6]=1)[CH2:3][OH:4].[C:12](O[C:12]([O:14][C:15]([CH3:18])([CH3:17])[CH3:16])=[O:13])([O:14][C:15]([CH3:18])([CH3:17])[CH3:16])=[O:13].C(N(CC)CC)C. The catalyst class is: 2. (5) Reactant: [Cl-].[Cl:2][CH:3]=[N+:4]([CH3:6])[CH3:5].C([Si](C(C)C)(C(C)C)[N:11]1[CH:15]=[CH:14][CH:13]=[CH:12]1)(C)C. Product: [Cl-:2].[CH3:5][N+:4]([CH3:6])=[CH:3][C:13]1[CH:14]=[CH:15][NH:11][CH:12]=1. The catalyst class is: 2. (6) Reactant: Cl[C:2]1[N:7]=[CH:6][C:5]([Br:8])=[CH:4][N:3]=1.[NH2:9][C@H:10]1[CH2:14][CH2:13][NH:12][CH2:11]1. Product: [Br:8][C:5]1[CH:4]=[N:3][C:2]([N:12]2[CH2:13][CH2:14][C@H:10]([NH2:9])[CH2:11]2)=[N:7][CH:6]=1. The catalyst class is: 32. (7) Reactant: [C:1]([O:9][CH2:10][CH3:11])(=[O:8])[CH2:2][C:3]([O:5][CH2:6][CH3:7])=[O:4].[O-]CC.[Na+].[Cl:16][C:17]1[CH:22]=[C:21]([Cl:23])[CH:20]=[CH:19][C:18]=1Br.Cl. Product: [Cl:16][C:17]1[CH:22]=[C:21]([Cl:23])[CH:20]=[CH:19][C:18]=1[CH:2]([C:3]([O:5][CH2:6][CH3:7])=[O:4])[C:1]([O:9][CH2:10][CH3:11])=[O:8]. The catalyst class is: 97. (8) Reactant: [CH:1]1[C:2]([CH2:19][C:20]([OH:22])=[O:21])=[CH:3][C:4]([I:18])=[C:5]([O:8][C:9]2[CH:10]=[C:11]([I:17])[C:12]([OH:16])=[C:13]([I:15])[CH:14]=2)[C:6]=1[I:7].[CH2:23](OC(Cl)=O)C1C=CC=CC=1. Product: [CH3:23][O:21][C:20](=[O:22])[CH2:19][C:2]1[CH:1]=[C:6]([I:7])[C:5]([O:8][C:9]2[CH:10]=[C:11]([I:17])[C:12]([OH:16])=[C:13]([I:15])[CH:14]=2)=[C:4]([I:18])[CH:3]=1. The catalyst class is: 5.